Dataset: Forward reaction prediction with 1.9M reactions from USPTO patents (1976-2016). Task: Predict the product of the given reaction. Given the reactants [C:1]1([CH:7]([OH:11])[CH2:8][CH:9]=[CH2:10])[CH:6]=[CH:5][CH:4]=[CH:3][CH:2]=1.C(O)/C=C\[CH2:15][OH:16], predict the reaction product. The product is: [C:1]1([CH:7]([OH:11])[CH2:8][CH:9]=[CH:10][CH2:15][OH:16])[CH:6]=[CH:5][CH:4]=[CH:3][CH:2]=1.